Dataset: Peptide-MHC class I binding affinity with 185,985 pairs from IEDB/IMGT. Task: Regression. Given a peptide amino acid sequence and an MHC pseudo amino acid sequence, predict their binding affinity value. This is MHC class I binding data. The peptide sequence is TLDSEDGLY. The binding affinity (normalized) is 0.936. The MHC is HLA-A01:01 with pseudo-sequence HLA-A01:01.